Dataset: Catalyst prediction with 721,799 reactions and 888 catalyst types from USPTO. Task: Predict which catalyst facilitates the given reaction. (1) Reactant: [C:1]1([S:7]([NH:10][C:11]2[C:16](I)=[CH:15][C:14]([S:18][CH3:19])=[CH:13][N:12]=2)(=[O:9])=[O:8])[CH:6]=[CH:5][CH:4]=[CH:3][CH:2]=1.[C:20]([C:22]1[O:23][C:24]([CH3:27])=[CH:25][CH:26]=1)#[CH:21].C(N(CC)CC)C.O. Product: [C:1]1([S:7]([N:10]2[C:11]3=[N:12][CH:13]=[C:14]([S:18][CH3:19])[CH:15]=[C:16]3[CH:21]=[C:20]2[C:22]2[O:23][C:24]([CH3:27])=[CH:25][CH:26]=2)(=[O:9])=[O:8])[CH:6]=[CH:5][CH:4]=[CH:3][CH:2]=1. The catalyst class is: 12. (2) Reactant: [NH2:1][C:2]1[S:3][C:4]2[N:5]=[C:6]([NH:11][C:12]3[C:13]([Cl:27])=[CH:14][C:15]([F:26])=[C:16]([NH:18][C:19](=[O:25])[O:20][C:21]([CH3:24])([CH3:23])[CH3:22])[CH:17]=3)[N:7]=[CH:8][C:9]=2[N:10]=1.[C:28](Cl)(=[O:30])[CH3:29].C(=O)([O-])O.[Na+]. Product: [C:21]([O:20][C:19](=[O:25])[NH:18][C:16]1[CH:17]=[C:12]([NH:11][C:6]2[N:7]=[CH:8][C:9]3[N:10]=[C:2]([NH:1][C:28](=[O:30])[CH3:29])[S:3][C:4]=3[N:5]=2)[C:13]([Cl:27])=[CH:14][C:15]=1[F:26])([CH3:24])([CH3:22])[CH3:23]. The catalyst class is: 17.